This data is from Reaction yield outcomes from USPTO patents with 853,638 reactions. The task is: Predict the reaction yield, written as a fraction of the theoretical maximum amount of product (1.0 means a 100% yield; for example, 0.34 means a 34% yield). (1) The reactants are C(OC([NH:8][NH:9][C:10]([C:12]1[CH:13]=[C:14]2[C:18](=[CH:19][CH:20]=1)[NH:17][N:16]=[C:15]2[C:21]1[CH:26]=[CH:25][C:24]([F:27])=[CH:23][CH:22]=1)=[O:11])=O)(C)(C)C.Cl.[OH-].[Na+]. The catalyst is O1CCOCC1. The product is [NH2:8][NH:9][C:10]([C:12]1[CH:13]=[C:14]2[C:18](=[CH:19][CH:20]=1)[NH:17][N:16]=[C:15]2[C:21]1[CH:26]=[CH:25][C:24]([F:27])=[CH:23][CH:22]=1)=[O:11]. The yield is 0.916. (2) The reactants are [F:1][C:2]1[C:3]([O:20][CH2:21][C:22]2[CH:27]=[CH:26][CH:25]=[CH:24][CH:23]=2)=[C:4]([C:8]2[NH:9][C:10]([CH3:19])=[C:11]([CH2:15][CH:16]([CH3:18])[CH3:17])[C:12](=[O:14])[N:13]=2)[CH:5]=[CH:6][CH:7]=1.[H-].[Li+].[Br-].[Li+].[CH2:32](Br)[CH2:33][C:34]1[CH:39]=[CH:38][CH:37]=[CH:36][CH:35]=1. The catalyst is CN(C=O)C.CCOC(C)=O. The yield is 0.280. The product is [F:1][C:2]1[C:3]([O:20][CH2:21][C:22]2[CH:23]=[CH:24][CH:25]=[CH:26][CH:27]=2)=[C:4]([C:8]2[N:13]([CH2:32][CH2:33][C:34]3[CH:39]=[CH:38][CH:37]=[CH:36][CH:35]=3)[C:12](=[O:14])[C:11]([CH2:15][CH:16]([CH3:17])[CH3:18])=[C:10]([CH3:19])[N:9]=2)[CH:5]=[CH:6][CH:7]=1. (3) The reactants are [CH:1]1([N:4]([CH2:7][C:8]2[CH:13]=[CH:12][C:11]([C:14]#[C:15][C:16]3[CH:26]=[CH:25][C:19]([C:20]([O:22]CC)=[O:21])=[CH:18][CH:17]=3)=[CH:10][C:9]=2[CH:27]([CH3:29])[CH3:28])[CH2:5][CH3:6])[CH2:3][CH2:2]1.[OH-].[Na+]. The catalyst is C(O)C.O1CCCC1. The product is [CH:1]1([N:4]([CH2:7][C:8]2[CH:13]=[CH:12][C:11]([C:14]#[C:15][C:16]3[CH:26]=[CH:25][C:19]([C:20]([OH:22])=[O:21])=[CH:18][CH:17]=3)=[CH:10][C:9]=2[CH:27]([CH3:28])[CH3:29])[CH2:5][CH3:6])[CH2:2][CH2:3]1. The yield is 0.720. (4) The reactants are [CH3:1][C:2]1[N:19](S(C2C=CC=CC=2)(=O)=O)[C:5]2=[N:6][CH:7]=[CH:8][C:9](B3OC(C)(C)C(C)(C)O3)=[C:4]2[CH:3]=1.[O-]P([O-])([O-])=O.[K+].[K+].[K+].Br[C:38]1[CH:43]=[CH:42][C:41]([S:44]([NH:47][CH2:48][CH2:49][OH:50])(=[O:46])=[O:45])=[CH:40][CH:39]=1.[OH-].[Na+]. The catalyst is O1CCOCC1.O.O.[Cl-].[Na+].O. The product is [OH:50][CH2:49][CH2:48][NH:47][S:44]([C:41]1[CH:42]=[CH:43][C:38]([C:9]2[CH:8]=[CH:7][N:6]=[C:5]3[NH:19][C:2]([CH3:1])=[CH:3][C:4]=23)=[CH:39][CH:40]=1)(=[O:46])=[O:45]. The yield is 0.180. (5) The reactants are [C:1]([O:5][C:6]([N:8]1[CH2:12][CH2:11][C@H:10]([O:13][C:14]2[C:15]3[CH2:23][N:22](CC4C=CC=CC=4)[CH2:21][CH2:20][C:16]=3[N:17]=[CH:18][N:19]=2)[CH2:9]1)=[O:7])([CH3:4])([CH3:3])[CH3:2].C([O-])=O.C([NH+](CC)CC)C. The catalyst is CO.[OH-].[OH-].[Pd+2]. The product is [C:1]([O:5][C:6]([N:8]1[CH2:12][CH2:11][C@H:10]([O:13][C:14]2[C:15]3[CH2:23][NH:22][CH2:21][CH2:20][C:16]=3[N:17]=[CH:18][N:19]=2)[CH2:9]1)=[O:7])([CH3:4])([CH3:2])[CH3:3]. The yield is 0.940. (6) The reactants are [CH2:1]([O:3][CH:4]([O:12][CH2:13][CH3:14])[CH2:5][O:6][CH2:7][CH2:8][CH2:9][CH2:10][OH:11])[CH3:2].[Cl:15][C:16]1[CH:21]=[C:20]([O:22][CH2:23][CH:24]=[C:25]([Cl:27])[Cl:26])[CH:19]=[C:18]([Cl:28])[C:17]=1O.C1(P(C2C=CC=CC=2)C2C=CC=CC=2)C=CC=CC=1.CC(OC(/N=N/C(OC(C)C)=O)=O)C. The catalyst is O1CCCC1. The product is [Cl:15][C:16]1[CH:21]=[C:20]([O:22][CH2:23][CH:24]=[C:25]([Cl:27])[Cl:26])[CH:19]=[C:18]([Cl:28])[C:17]=1[O:11][CH2:10][CH2:9][CH2:8][CH2:7][O:6][CH2:5][CH:4]([O:3][CH2:1][CH3:2])[O:12][CH2:13][CH3:14]. The yield is 0.730. (7) The reactants are [Br:1][C:2]1[C:6]2[CH2:7][N:8]([C:11]([O:13][C:14]([CH3:17])([CH3:16])[CH3:15])=[O:12])[CH2:9][CH2:10][C:5]=2[N:4]([CH:18]2[CH2:23][CH2:22]S[CH2:20][CH2:19]2)[N:3]=1.O[O:25][S:26]([O-:28])=O.[K+]. The catalyst is C1COCC1.O. The product is [Br:1][C:2]1[C:6]2[CH2:7][N:8]([C:11]([O:13][C:14]([CH3:15])([CH3:16])[CH3:17])=[O:12])[CH2:9][CH2:10][C:5]=2[N:4]([CH:18]2[CH2:23][CH2:22][S:26](=[O:28])(=[O:25])[CH2:20][CH2:19]2)[N:3]=1. The yield is 0.980. (8) The reactants are N1C=CC=CC=1.[NH2:7][C:8]1[CH:9]=[C:10]([CH:15]=[CH:16][CH:17]=1)[C:11]([O:13][CH3:14])=[O:12].[Cl:18][C:19]1[CH:20]=[CH:21][C:22]2[S:26][C:25]([S:27](Cl)(=[O:29])=[O:28])=[C:24]([CH3:31])[C:23]=2[CH:32]=1. The catalyst is CC#N. The product is [Cl:18][C:19]1[CH:20]=[CH:21][C:22]2[S:26][C:25]([S:27]([NH:7][C:8]3[CH:9]=[C:10]([CH:15]=[CH:16][CH:17]=3)[C:11]([O:13][CH3:14])=[O:12])(=[O:29])=[O:28])=[C:24]([CH3:31])[C:23]=2[CH:32]=1. The yield is 0.880.